Dataset: Reaction yield outcomes from USPTO patents with 853,638 reactions. Task: Predict the reaction yield, written as a fraction of the theoretical maximum amount of product (1.0 means a 100% yield; for example, 0.34 means a 34% yield). (1) The reactants are [Br:1][C:2]1[CH:3]=[C:4]2[C:9](=[C:10]([C:15]#[N:16])[C:11]=1[N:12]([CH3:14])[CH3:13])[N:8]=[C:7]([CH2:17][OH:18])[CH:6]=[CH:5]2.[CH3:19][C:20]([Si:23](Cl)([CH3:25])[CH3:24])([CH3:22])[CH3:21].N1C=CN=C1. The catalyst is CN(C=O)C. The product is [Br:1][C:2]1[CH:3]=[C:4]2[C:9](=[C:10]([C:15]#[N:16])[C:11]=1[N:12]([CH3:14])[CH3:13])[N:8]=[C:7]([CH2:17][O:18][Si:23]([C:20]([CH3:22])([CH3:21])[CH3:19])([CH3:25])[CH3:24])[CH:6]=[CH:5]2. The yield is 0.680. (2) The reactants are [CH3:1][O:2][C:3]1[CH:10]=[CH:9][C:8](B2OC(C)(C)C(C)(C)O2)=[CH:7][C:4]=1[CH:5]=[O:6].Br[C:21]1[CH:22]=[C:23]2[C:27](=[C:28]([C:30]([NH2:32])=[O:31])[CH:29]=1)[NH:26][CH:25]=[C:24]2[CH:33]1[CH2:38][CH2:37][N:36]([S:39]([CH2:42][CH3:43])(=[O:41])=[O:40])[CH2:35][CH2:34]1.C(=O)([O-])[O-].[Na+].[Na+]. The catalyst is O1CCOCC1.O.C1C=CC([P]([Pd]([P](C2C=CC=CC=2)(C2C=CC=CC=2)C2C=CC=CC=2)([P](C2C=CC=CC=2)(C2C=CC=CC=2)C2C=CC=CC=2)[P](C2C=CC=CC=2)(C2C=CC=CC=2)C2C=CC=CC=2)(C2C=CC=CC=2)C2C=CC=CC=2)=CC=1. The product is [CH2:42]([S:39]([N:36]1[CH2:35][CH2:34][CH:33]([C:24]2[C:23]3[C:27](=[C:28]([C:30]([NH2:32])=[O:31])[CH:29]=[C:21]([C:8]4[CH:9]=[CH:10][C:3]([O:2][CH3:1])=[C:4]([CH:5]=[O:6])[CH:7]=4)[CH:22]=3)[NH:26][CH:25]=2)[CH2:38][CH2:37]1)(=[O:41])=[O:40])[CH3:43]. The yield is 0.580. (3) The reactants are [CH2:1]([O:3][C:4](=[O:20])[CH:5]([OH:19])[CH2:6][C:7]([C:10]1[CH:15]=[CH:14][C:13]([F:16])=[C:12]([O:17][CH3:18])[CH:11]=1)([CH3:9])[CH3:8])[CH3:2]. The catalyst is ClCCl. The product is [CH2:1]([O:3][C:4](=[O:20])[C:5](=[O:19])[CH2:6][C:7]([C:10]1[CH:15]=[CH:14][C:13]([F:16])=[C:12]([O:17][CH3:18])[CH:11]=1)([CH3:9])[CH3:8])[CH3:2]. The yield is 0.899. (4) The reactants are [CH3:1][O:2][C:3]1[CH:10]=[C:9]([O:11][CH3:12])[C:8]([C:13]2[S:14][CH:15]=[CH:16][CH:17]=2)=[CH:7][C:4]=1[CH:5]=O.[C:18]([C:21]1[CH:29]=[CH:28][CH:27]=[CH:26][C:22]=1[C:23]([OH:25])=[O:24])(=[O:20])[CH3:19]. No catalyst specified. The product is [CH3:1][O:2][C:3]1[CH:10]=[C:9]([O:11][CH3:12])[C:8]([C:13]2[S:14][CH:15]=[CH:16][CH:17]=2)=[CH:7][C:4]=1/[CH:5]=[CH:19]/[C:18]([C:21]1[CH:29]=[CH:28][CH:27]=[CH:26][C:22]=1[C:23]([OH:25])=[O:24])=[O:20]. The yield is 0.470. (5) The reactants are [Si:1]([O:8][CH:9]1[CH2:14][CH:13]([CH3:15])[CH2:12][C:11]([C:16]2[CH:21]=[CH:20][N:19]=[CH:18][C:17]=2[N+:22]([O-])=O)=[CH:10]1)([C:4]([CH3:7])([CH3:6])[CH3:5])([CH3:3])[CH3:2]. The catalyst is CO.[Pd]. The product is [Si:1]([O:8][CH:9]1[CH2:14][CH:13]([CH3:15])[CH2:12][CH:11]([C:16]2[CH:21]=[CH:20][N:19]=[CH:18][C:17]=2[NH2:22])[CH2:10]1)([C:4]([CH3:7])([CH3:5])[CH3:6])([CH3:3])[CH3:2]. The yield is 0.900. (6) The reactants are [CH2:1]([N:3]([CH2:19][CH3:20])[CH2:4][CH2:5][N:6]1[CH2:11][CH2:10][C:9]2[NH:12][C:13]([CH:16]=O)=[C:14]([CH3:15])[C:8]=2[C:7]1=[O:18])[CH3:2].[O:21]=[C:22]1[CH2:30][C:29]2[C:24](=[CH:25][CH:26]=[C:27]([NH:31][CH:32]=[O:33])[CH:28]=2)[NH:23]1. No catalyst specified. The product is [CH2:1]([N:3]([CH2:19][CH3:20])[CH2:4][CH2:5][N:6]1[CH2:11][CH2:10][C:9]2[NH:12][C:13]([CH:16]=[C:30]3[C:29]4[C:24](=[CH:25][CH:26]=[C:27]([NH:31][CH:32]=[O:33])[CH:28]=4)[NH:23][C:22]3=[O:21])=[C:14]([CH3:15])[C:8]=2[C:7]1=[O:18])[CH3:2]. The yield is 0.806.